From a dataset of Forward reaction prediction with 1.9M reactions from USPTO patents (1976-2016). Predict the product of the given reaction. (1) Given the reactants Cl[C:2]1[CH:7]=[C:6]([Cl:8])[CH:5]=[C:4]([Cl:9])[N:3]=1.[C:10]1(/[CH:16]=[CH:17]/B(O)O)[CH:15]=[CH:14][CH:13]=[CH:12][CH:11]=1.[O-]P([O-])([O-])=O.[K+].[K+].[K+].O, predict the reaction product. The product is: [Cl:9][C:4]1[CH:5]=[C:6]([Cl:8])[CH:7]=[C:2](/[CH:17]=[CH:16]/[C:10]2[CH:15]=[CH:14][CH:13]=[CH:12][CH:11]=2)[N:3]=1. (2) Given the reactants [OH:1][C:2]1[CH:3]=[C:4]([CH2:10][C:11]([OH:13])=[O:12])[CH:5]=[CH:6][C:7]=1[O:8][CH3:9].OS(O)(=O)=O.[CH3:19]O, predict the reaction product. The product is: [CH3:19][O:12][C:11](=[O:13])[CH2:10][C:4]1[CH:5]=[CH:6][C:7]([O:8][CH3:9])=[C:2]([OH:1])[CH:3]=1. (3) Given the reactants [C:1]([O:5][C:6]([N:8]1[CH2:13][CH2:12][CH:11]([NH:14][C:15]2[CH:20]=[CH:19][CH:18]=[CH:17][C:16]=2[OH:21])[CH2:10][CH2:9]1)=[O:7])([CH3:4])([CH3:3])[CH3:2].Br[CH2:23][C:24]([O:26][CH3:27])=[O:25].C(=O)([O-])[O-].[K+].[K+].O, predict the reaction product. The product is: [C:1]([O:5][C:6]([N:8]1[CH2:13][CH2:12][CH:11]([NH:14][C:15]2[CH:20]=[CH:19][CH:18]=[CH:17][C:16]=2[O:21][CH2:23][C:24]([O:26][CH3:27])=[O:25])[CH2:10][CH2:9]1)=[O:7])([CH3:4])([CH3:2])[CH3:3]. (4) Given the reactants [NH2:1][C:2]1[CH:30]=[CH:29][C:5]([CH2:6][C@@H:7]([C:26]([OH:28])=[O:27])[NH:8]C(OCC2C3C=CC=CC=3C3C2=CC=CC=3)=O)=[CH:4][CH:3]=1.[N:31]1[C:40]2[C:35](=[CH:36][CH:37]=[CH:38][CH:39]=2)[C:34]([C:41](O)=[O:42])=[CH:33][CH:32]=1.F[P-](F)(F)(F)(F)F.N1(O[P+](N(C)C)(N(C)C)N(C)C)C2C=CC=CC=2N=N1.C(N(C(C)C)CC)(C)C, predict the reaction product. The product is: [N:31]1[C:40]2[C:35](=[CH:36][CH:37]=[CH:38][CH:39]=2)[C:34]([C:41]([NH:1][C:2]2[CH:3]=[CH:4][C:5]([CH2:6][C@@H:7]([C:26]([OH:28])=[O:27])[NH2:8])=[CH:29][CH:30]=2)=[O:42])=[CH:33][CH:32]=1. (5) Given the reactants [O:1]=[C:2]1[CH2:6][CH2:5][C:4](=[O:7])[N:3]1[CH2:8][CH2:9][CH2:10][N:11]1[C:20]2[C:15](=[N:16][CH:17]=[C:18]([CH2:21][C:22]3[CH:27]=[CH:26][C:25]([F:28])=[CH:24][CH:23]=3)[CH:19]=2)[C:14]([OH:29])=[C:13]([C:30](OCC)=[O:31])[C:12]1=[O:35].[CH2:36]([CH2:38][NH2:39])[OH:37], predict the reaction product. The product is: [O:1]=[C:2]1[CH2:6][CH2:5][C:4](=[O:7])[N:3]1[CH2:8][CH2:9][CH2:10][N:11]1[C:20]2[C:15](=[N:16][CH:17]=[C:18]([CH2:21][C:22]3[CH:23]=[CH:24][C:25]([F:28])=[CH:26][CH:27]=3)[CH:19]=2)[C:14]([OH:29])=[C:13]([C:30]([NH:39][CH2:38][CH2:36][OH:37])=[O:31])[C:12]1=[O:35]. (6) Given the reactants [CH2:1]([O:8][N:9]1[C:15](=[O:16])[N:14]2[CH2:17][C@H:10]1[CH2:11][CH2:12][C@H:13]2[C:18]([NH:20][NH:21][C:22]([N:24]1[CH2:29][CH2:28][N:27]([C:30]([O:32][C:33]([CH3:36])([CH3:35])[CH3:34])=[O:31])[CH2:26][CH2:25]1)=[S:23])=O)[C:2]1[CH:7]=[CH:6][CH:5]=[CH:4][CH:3]=1.COC1C=CC(P2(SP(C3C=CC(OC)=CC=3)(=S)S2)=S)=CC=1, predict the reaction product. The product is: [CH2:1]([O:8][N:9]1[C:15](=[O:16])[N:14]2[CH2:17][C@H:10]1[CH2:11][CH2:12][C@H:13]2[C:18]1[S:23][C:22]([N:24]2[CH2:29][CH2:28][N:27]([C:30]([O:32][C:33]([CH3:36])([CH3:35])[CH3:34])=[O:31])[CH2:26][CH2:25]2)=[N:21][N:20]=1)[C:2]1[CH:7]=[CH:6][CH:5]=[CH:4][CH:3]=1. (7) Given the reactants C([O:3][C:4](=[O:35])/[CH:5]=[CH:6]/[C:7]1[CH:12]=[CH:11][C:10]([N:13]2[CH2:18][CH2:17][CH:16]([NH:19][CH2:20][C@H:21]([OH:34])[C:22]3[CH:27]=[CH:26][C:25]([OH:28])=[C:24]([NH:29][S:30]([CH3:33])(=[O:32])=[O:31])[CH:23]=3)[CH2:15][CH2:14]2)=[CH:9][CH:8]=1)C.[OH-].[Na+].C(O)(=O)C, predict the reaction product. The product is: [OH:34][C@H:21]([C:22]1[CH:27]=[CH:26][C:25]([OH:28])=[C:24]([NH:29][S:30]([CH3:33])(=[O:31])=[O:32])[CH:23]=1)[CH2:20][NH:19][CH:16]1[CH2:17][CH2:18][N:13]([C:10]2[CH:9]=[CH:8][C:7](/[CH:6]=[CH:5]/[C:4]([OH:35])=[O:3])=[CH:12][CH:11]=2)[CH2:14][CH2:15]1.